This data is from Forward reaction prediction with 1.9M reactions from USPTO patents (1976-2016). The task is: Predict the product of the given reaction. (1) Given the reactants Br[C:2]1[C:3]([CH:23]([CH3:25])[CH3:24])=[N:4][C:5]([N:10]2[CH2:15][CH2:14][N:13]([C:16](=[O:21])[CH2:17][CH2:18][O:19][CH3:20])[C@H:12]([CH3:22])[CH2:11]2)=[C:6]([CH:9]=1)[C:7]#[N:8].C(Cl)Cl.[Br-].[CH2:30]([Zn+])[C:31]1[CH:36]=[CH:35][CH:34]=[CH:33][CH:32]=1, predict the reaction product. The product is: [CH2:30]([C:2]1[C:3]([CH:23]([CH3:25])[CH3:24])=[N:4][C:5]([N:10]2[CH2:15][CH2:14][N:13]([C:16](=[O:21])[CH2:17][CH2:18][O:19][CH3:20])[C@H:12]([CH3:22])[CH2:11]2)=[C:6]([CH:9]=1)[C:7]#[N:8])[C:31]1[CH:36]=[CH:35][CH:34]=[CH:33][CH:32]=1. (2) Given the reactants [N:1]1([C:7]2[CH:8]=[C:9]3[C:13](=[CH:14][CH:15]=2)[NH:12][CH:11]=[CH:10]3)[CH2:6][CH2:5][NH:4][CH2:3][CH2:2]1.Br[CH2:17][CH2:18][O:19][Si:20]([C:23]([CH3:26])([CH3:25])[CH3:24])([CH3:22])[CH3:21].C([O-])([O-])=O.[K+].[K+], predict the reaction product. The product is: [C:23]([Si:20]([CH3:22])([CH3:21])[O:19][CH2:18][CH2:17][N:4]1[CH2:5][CH2:6][N:1]([C:7]2[CH:8]=[C:9]3[C:13](=[CH:14][CH:15]=2)[NH:12][CH:11]=[CH:10]3)[CH2:2][CH2:3]1)([CH3:26])([CH3:25])[CH3:24]. (3) Given the reactants [NH2:1][C:2]1[CH:3]=[C:4]([F:30])[C:5]([F:29])=[C:6]([C@:8]23[CH2:16][O:15][C@H:14]([C:17]([F:20])([F:19])[F:18])[C@H:13]2[CH2:12][S:11][C:10]([NH:21]C(=O)OC(C)(C)C)=[N:9]3)[CH:7]=1.[CH3:31][C:32]1[N:33]=[CH:34][C:35]([C:38](O)=[O:39])=[N:36][CH:37]=1, predict the reaction product. The product is: [NH2:21][C:10]1[S:11][CH2:12][C@@H:13]2[C@@H:14]([C:17]([F:18])([F:20])[F:19])[O:15][CH2:16][C@:8]2([C:6]2[CH:7]=[C:2]([NH:1][C:38]([C:35]3[CH:34]=[N:33][C:32]([CH3:31])=[CH:37][N:36]=3)=[O:39])[CH:3]=[C:4]([F:30])[C:5]=2[F:29])[N:9]=1. (4) Given the reactants Cl[C:2]1[N:11]=[CH:10][C:9]2[C:4](=[CH:5][CH:6]=[CH:7][C:8]=2[NH:12][CH2:13][C:14]([C:22]2[CH:27]=[CH:26][CH:25]=[CH:24][CH:23]=2)([C:16]2[CH:21]=[CH:20][CH:19]=[CH:18][CH:17]=2)[OH:15])[N:3]=1.[CH3:28][N:29]([CH3:39])[C:30]1[CH:35]=[CH:34][C:33](B(O)O)=[CH:32][CH:31]=1.C1(C(C2C=CC=CN=2)CNC2C3C(=CC=CC=3)N=C(C3C=CC(NS(C)(=O)=O)=CC=3)N=2)C=CC=CC=1, predict the reaction product. The product is: [CH3:28][N:29]([CH3:39])[C:30]1[CH:35]=[CH:34][C:33]([C:2]2[N:3]=[C:8]([NH:12][CH2:13][C:14]([C:16]3[CH:17]=[CH:18][CH:19]=[CH:20][CH:21]=3)([C:22]3[CH:27]=[CH:26][CH:25]=[CH:24][CH:23]=3)[OH:15])[C:7]3[C:10](=[CH:9][CH:4]=[CH:5][CH:6]=3)[N:11]=2)=[CH:32][CH:31]=1. (5) Given the reactants [CH2:1]([O:7][C:8]([CH2:10][CH2:11][CH:12]([O:18][C:19](=[O:36])[CH:20]=[CH:21][C:22]1[CH:27]=[CH:26][CH:25]=[CH:24][C:23]=1[O:28][Si](C(C)(C)C)(C)C)[CH2:13][CH2:14][CH2:15][CH2:16][CH3:17])=[O:9])[CH2:2][CH:3]=[CH:4][CH2:5][CH3:6].[F-].C([N+](CCCC)(CCCC)CCCC)CCC, predict the reaction product. The product is: [CH2:1]([O:7][C:8]([CH2:10][CH2:11][CH:12]([O:18][C:19](=[O:36])/[CH:20]=[CH:21]/[C:22]1[CH:27]=[CH:26][CH:25]=[CH:24][C:23]=1[OH:28])[CH2:13][CH2:14][CH2:15][CH2:16][CH3:17])=[O:9])[CH2:2]/[CH:3]=[CH:4]\[CH2:5][CH3:6].